This data is from Full USPTO retrosynthesis dataset with 1.9M reactions from patents (1976-2016). The task is: Predict the reactants needed to synthesize the given product. (1) The reactants are: [CH2:1]([O:3][C:4](=[O:12])[C:5]1[CH:10]=[CH:9][CH:8]=[N:7][C:6]=1Cl)[CH3:2].Cl.[CH2:14]([O:21][NH2:22])[C:15]1[CH:20]=[CH:19][CH:18]=[CH:17][CH:16]=1.C(N(CC)C(C)C)(C)C. Given the product [CH2:14]([O:21][NH:22][C:6]1[N:7]=[CH:8][CH:9]=[CH:10][C:5]=1[C:4]([O:3][CH2:1][CH3:2])=[O:12])[C:15]1[CH:20]=[CH:19][CH:18]=[CH:17][CH:16]=1, predict the reactants needed to synthesize it. (2) Given the product [OH:1][C:2]1[CH:7]=[CH:6][C:5]([C:8]2[CH:13]=[CH:12][CH:11]=[C:10]([CH2:14][NH:18][CH2:19][CH2:20][C@H:21]3[O:25][C:24](=[O:26])[N:23]([C:27]4[CH:37]=[CH:36][C:30]5[S:31][CH2:32][C:33](=[O:35])[NH:34][C:29]=5[CH:28]=4)[CH2:22]3)[CH:9]=2)=[CH:4][C:3]=1[O:16][CH3:17], predict the reactants needed to synthesize it. The reactants are: [OH:1][C:2]1[CH:7]=[CH:6][C:5]([C:8]2[CH:13]=[CH:12][CH:11]=[C:10]([CH:14]=O)[CH:9]=2)=[CH:4][C:3]=1[O:16][CH3:17].[NH2:18][CH2:19][CH2:20][C@H:21]1[O:25][C:24](=[O:26])[N:23]([C:27]2[CH:37]=[CH:36][C:30]3[S:31][CH2:32][C:33](=[O:35])[NH:34][C:29]=3[CH:28]=2)[CH2:22]1. (3) Given the product [CH3:3][O:2][P:1]([C:28]1[CH:29]=[C:30]2[C:25](=[CH:26][CH:27]=1)[NH:24][N:23]=[C:22]2/[CH:14]=[CH:15]/[C:16]1[CH:21]=[CH:20][CH:19]=[CH:18][CH:17]=1)(=[O:6])[O:4][CH3:5], predict the reactants needed to synthesize it. The reactants are: [P:1]([O-:6])([O:4][CH3:5])[O:2][CH3:3].C(N(CC)CC)C.[CH:14](/[C:22]1[C:30]2[C:25](=[CH:26][CH:27]=[C:28](OS(C(F)(F)F)(=O)=O)[CH:29]=2)[NH:24][N:23]=1)=[CH:15]\[C:16]1[CH:21]=[CH:20][CH:19]=[CH:18][CH:17]=1. (4) Given the product [N:31]1[CH:32]=[CH:33][C:28](/[CH:26]=[CH:27]/[C:2]2[C:10]3[C:5](=[CH:6][CH:7]=[C:8]([CH:11]=[O:12])[CH:9]=3)[N:4]([CH2:13][O:14][CH2:15][CH2:16][Si:17]([CH3:20])([CH3:19])[CH3:18])[N:3]=2)=[CH:29][CH:30]=1, predict the reactants needed to synthesize it. The reactants are: I[C:2]1[C:10]2[C:5](=[CH:6][CH:7]=[C:8]([CH:11]=[O:12])[CH:9]=2)[N:4]([CH2:13][O:14][CH2:15][CH2:16][Si:17]([CH3:20])([CH3:19])[CH3:18])[N:3]=1.CC([O-])=O.[Na+].[CH:26]([C:28]1[CH:33]=[CH:32][N:31]=[CH:30][CH:29]=1)=[CH2:27].C(OCC)(=O)C. (5) Given the product [CH3:11][C:9]1[CH:10]=[C:6]2[N:5]=[C:4]([NH:12][C:13]([CH:15]3[CH2:17][CH:16]3[C:18]3[CH:23]=[CH:22][N:21]=[CH:20][CH:19]=3)=[O:14])[CH:3]=[C:2]([N:25]3[CH2:30][CH2:29][CH:28]([NH:31][C:32]([NH2:34])=[O:33])[CH2:27][CH2:26]3)[N:7]2[N:8]=1, predict the reactants needed to synthesize it. The reactants are: Cl[C:2]1[N:7]2[N:8]=[C:9]([CH3:11])[CH:10]=[C:6]2[N:5]=[C:4]([NH:12][C:13]([C@@H:15]2[CH2:17][C@H:16]2[C:18]2[CH:23]=[CH:22][N:21]=[CH:20][CH:19]=2)=[O:14])[CH:3]=1.Cl.[NH:25]1[CH2:30][CH2:29][CH:28]([NH:31][C:32]([NH2:34])=[O:33])[CH2:27][CH2:26]1. (6) Given the product [Cl-:32].[C:26]([N+:1]1[C:29]([CH3:30])=[C:25]([NH:24][C:17]([CH3:23])([CH3:16])[CH2:18][C:19]([CH3:22])([CH3:21])[CH3:20])[N:3]2[CH:4]=[CH:5][CH:6]=[C:7]([O:8][CH2:9][C:10]3[CH:11]=[CH:12][CH:13]=[CH:14][CH:15]=3)[C:2]=12)(=[O:28])[CH3:27], predict the reactants needed to synthesize it. The reactants are: [NH2:1][C:2]1[C:7]([O:8][CH2:9][C:10]2[CH:15]=[CH:14][CH:13]=[CH:12][CH:11]=2)=[CH:6][CH:5]=[CH:4][N:3]=1.[CH3:16][C:17]([N+:24]#[C-:25])([CH3:23])[CH2:18][C:19]([CH3:22])([CH3:21])[CH3:20].[CH:26](=[O:28])[CH3:27].[C:29]([Cl:32])(=O)[CH3:30]. (7) Given the product [CH3:27][C:26]1[C:21]([NH:20][C:17]([CH:14]2[CH2:13][CH2:12][N:11]([C:9]([O:8][CH2:1][C:2]3[CH:3]=[CH:4][CH:5]=[CH:6][CH:7]=3)=[O:10])[CH2:16][CH2:15]2)=[O:19])=[N:22][CH:23]=[CH:24][CH:25]=1, predict the reactants needed to synthesize it. The reactants are: [CH2:1]([O:8][C:9]([N:11]1[CH2:16][CH2:15][CH:14]([C:17]([OH:19])=O)[CH2:13][CH2:12]1)=[O:10])[C:2]1[CH:7]=[CH:6][CH:5]=[CH:4][CH:3]=1.[NH2:20][C:21]1[C:26]([CH3:27])=[CH:25][CH:24]=[CH:23][N:22]=1.C(Cl)CCl.C1C=NC2N(O)N=NC=2C=1. (8) Given the product [OH:1][C:2]1[CH:7]=[C:6]([CH:8]([CH3:9])[CH3:10])[O:5][C:4](=[O:11])[CH:3]=1, predict the reactants needed to synthesize it. The reactants are: [OH:1][C:2]1[CH:7]=[C:6]([CH:8]([CH3:10])[CH3:9])[O:5][C:4](=[O:11])[C:3]=1C(=O)C(C)C. (9) Given the product [NH2:20][C:11]1[C:10]2[N:9]=[C:8]([CH2:21][CH2:22][O:23][CH3:24])[N:7]([CH2:6][CH2:5][O:4][CH2:3][CH2:2][NH:1][C:38]([N:32]3[CH2:37][CH2:36][O:35][CH2:34][CH2:33]3)=[O:39])[C:19]=2[C:18]2[CH:17]=[CH:16][CH:15]=[CH:14][C:13]=2[N:12]=1, predict the reactants needed to synthesize it. The reactants are: [NH2:1][CH2:2][CH2:3][O:4][CH2:5][CH2:6][N:7]1[C:19]2[C:18]3[CH:17]=[CH:16][CH:15]=[CH:14][C:13]=3[N:12]=[C:11]([NH2:20])[C:10]=2[N:9]=[C:8]1[CH2:21][CH2:22][O:23][CH3:24].C(N(CC)CC)C.[N:32]1([C:38](Cl)=[O:39])[CH2:37][CH2:36][O:35][CH2:34][CH2:33]1. (10) Given the product [CH3:1][O:2][C:3]1[CH:11]=[C:10]([CH3:12])[CH:9]=[CH:8][C:4]=1[C:5]1[NH:28][C:26](=[S:27])[NH:25][N:24]=1, predict the reactants needed to synthesize it. The reactants are: [CH3:1][O:2][C:3]1[CH:11]=[C:10]([CH3:12])[CH:9]=[CH:8][C:4]=1[C:5](O)=O.CCN=C=NCCCN(C)C.[NH2:24][NH:25][C:26]([NH2:28])=[S:27].